From a dataset of Reaction yield outcomes from USPTO patents with 853,638 reactions. Predict the reaction yield, written as a fraction of the theoretical maximum amount of product (1.0 means a 100% yield; for example, 0.34 means a 34% yield). (1) The reactants are Cl[C:2]1[C:7]([C:8]#[N:9])=[CH:6][N:5]=[C:4]([S:10][CH3:11])[N:3]=1.CCN(C(C)C)C(C)C.Cl.[C:22]12([NH2:27])[CH2:26][CH:24]([CH2:25]1)[CH2:23]2.O. The catalyst is CS(C)=O. The product is [C:22]12([NH:27][C:2]3[C:7]([C:8]#[N:9])=[CH:6][N:5]=[C:4]([S:10][CH3:11])[N:3]=3)[CH2:26][CH:24]([CH2:25]1)[CH2:23]2. The yield is 0.930. (2) The reactants are [C:1](=[O:20])([O:8][C:9]1[C:14]([F:15])=[C:13]([F:16])[C:12]([F:17])=[C:11]([F:18])[C:10]=1[F:19])[O:2][CH2:3][CH2:4][CH2:5][CH2:6]Cl.[Na+].[I-:22]. The catalyst is CC#N. The product is [C:1](=[O:20])([O:8][C:9]1[C:14]([F:15])=[C:13]([F:16])[C:12]([F:17])=[C:11]([F:18])[C:10]=1[F:19])[O:2][CH2:3][CH2:4][CH2:5][CH2:6][I:22]. The yield is 0.900. (3) The reactants are [F:8][C:7]([F:10])([F:9])[C:6](O[C:6](=[O:11])[C:7]([F:10])([F:9])[F:8])=[O:11].[N+:14]([C:17]1[CH:22]=[CH:21][C:20]([S:23]([CH3:26])(=[NH:25])=[O:24])=[CH:19][CH:18]=1)([O-:16])=[O:15].C(N(CC)CC)C.C(OC(C)C)(C)C. The catalyst is CN(C1C=CN=CC=1)C.C(Cl)Cl. The product is [CH3:26][S:23]([C:20]1[CH:19]=[CH:18][C:17]([N+:14]([O-:16])=[O:15])=[CH:22][CH:21]=1)(=[N:25][C:6](=[O:11])[C:7]([F:8])([F:9])[F:10])=[O:24]. The yield is 0.980. (4) The reactants are [F:1][C:2]1[CH:7]=[CH:6][C:5]([C:8]2[O:9][C:10]3[CH:20]=[C:19]([N:21]([CH3:26])[S:22]([CH3:25])(=[O:24])=[O:23])[C:18](B4OC(C)(C)C(C)(C)O4)=[CH:17][C:11]=3[C:12]=2[C:13]([NH:15][CH3:16])=[O:14])=[CH:4][CH:3]=1.Cl[C:37]1[CH:38]=[CH:39][C:40]2[O:53][CH2:52][N:43]3[C:44]4[CH:45]=[CH:46][CH:47]=[C:48]([F:51])[C:49]=4[CH:50]=[C:42]3[C:41]=2[N:54]=1.CC(C1C=C(C(C)C)C(C2C=CC=CC=2P(C2CCCCC2)C2CCCCC2)=C(C(C)C)C=1)C. The catalyst is O1CCOCC1.O.O.C1C=CC(/C=C/C(/C=C/C2C=CC=CC=2)=O)=CC=1.C1C=CC(/C=C/C(/C=C/C2C=CC=CC=2)=O)=CC=1.C1C=CC(/C=C/C(/C=C/C2C=CC=CC=2)=O)=CC=1.[Pd].[Pd]. The product is [F:51][C:48]1[C:49]2[CH:50]=[C:42]3[C:41]4[N:54]=[C:37]([C:18]5[C:19]([N:21]([CH3:26])[S:22]([CH3:25])(=[O:23])=[O:24])=[CH:20][C:10]6[O:9][C:8]([C:5]7[CH:6]=[CH:7][C:2]([F:1])=[CH:3][CH:4]=7)=[C:12]([C:13]([NH:15][CH3:16])=[O:14])[C:11]=6[CH:17]=5)[CH:38]=[CH:39][C:40]=4[O:53][CH2:52][N:43]3[C:44]=2[CH:45]=[CH:46][CH:47]=1. The yield is 0.488. (5) The reactants are [I-:1].[K+].[OH-].[K+].[F:5][C:6]([F:24])([F:23])[C:7]([C:16]1[CH:21]=[CH:20][C:19]([OH:22])=[CH:18][CH:17]=1)([O:12][CH2:13][O:14][CH3:15])[C:8]([F:11])([F:10])[F:9].Cl[O-].[Na+].S([O-])([O-])(=O)=S.[Na+].[Na+].Cl. The catalyst is CO. The product is [F:5][C:6]([F:23])([F:24])[C:7]([C:16]1[CH:21]=[CH:20][C:19]([OH:22])=[C:18]([I:1])[CH:17]=1)([O:12][CH2:13][O:14][CH3:15])[C:8]([F:10])([F:9])[F:11]. The yield is 0.690. (6) The reactants are [Br:1][C:2]1[CH:3]=[C:4]([N:8]2[C:12]3=[N:13][C:14]([O:17][CH3:18])=[CH:15][CH:16]=[C:11]3[C:10]([C:19]([OH:21])=O)=[N:9]2)[CH:5]=[CH:6][CH:7]=1.[Cl-].[NH4+:23]. No catalyst specified. The product is [Br:1][C:2]1[CH:3]=[C:4]([N:8]2[C:12]3=[N:13][C:14]([O:17][CH3:18])=[CH:15][CH:16]=[C:11]3[C:10]([C:19]([NH2:23])=[O:21])=[N:9]2)[CH:5]=[CH:6][CH:7]=1. The yield is 0.860. (7) The reactants are [CH:1]1[CH:6]=[C:5]2[C:7]([N:9]([CH2:12][CH2:13][C:14]([OH:16])=O)[C:10](=[O:11])[C:4]2=[CH:3][CH:2]=1)=[O:8].[Cl:17][C:18]1[CH:19]=[CH:20][C:21](O)=[C:22]([CH:24]=1)[NH2:23]. The catalyst is O. The product is [Cl:17][C:18]1[CH:19]=[CH:20][C:21]2[O:16][C:14]([CH2:13][CH2:12][N:9]3[C:10](=[O:11])[C:4]4[C:5](=[CH:6][CH:1]=[CH:2][CH:3]=4)[C:7]3=[O:8])=[N:23][C:22]=2[CH:24]=1. The yield is 0.760.